This data is from Catalyst prediction with 721,799 reactions and 888 catalyst types from USPTO. The task is: Predict which catalyst facilitates the given reaction. (1) Reactant: [Cl:1][C:2]1[CH:3]=[C:4]([CH:14]=[CH:15][C:16]=1[CH3:17])[S:5][C:6]1[CH:13]=[CH:12][C:9]([C:10]#[N:11])=[CH:8][CH:7]=1.C1COCC1.[H-].[Al+3].[Li+].[H-].[H-].[H-].[OH-].[Na+]. Product: [Cl:1][C:2]1[CH:3]=[C:4]([CH:14]=[CH:15][C:16]=1[CH3:17])[S:5][C:6]1[CH:13]=[CH:12][C:9]([CH2:10][NH2:11])=[CH:8][CH:7]=1. The catalyst class is: 97. (2) Reactant: [Cl:1][C:2]1[CH:9]=[CH:8][C:5]([CH:6]=O)=[CH:4][CH:3]=1.[CH2:10]([O:12][C:13](=[O:23])[CH:14]([F:22])C(C(OCC)=O)=O)C.[Na]. Product: [CH3:10][O:12][C:13](=[O:23])/[C:14](/[F:22])=[CH:6]/[C:5]1[CH:8]=[CH:9][C:2]([Cl:1])=[CH:3][CH:4]=1. The catalyst class is: 7. (3) Reactant: [Br:1][C:2]1[CH:7]=[CH:6][C:5]([SH:8])=[CH:4][C:3]=1[CH3:9].[H-].[Na+].I[CH3:13]. Product: [Br:1][C:2]1[CH:7]=[CH:6][C:5]([S:8][CH3:13])=[CH:4][C:3]=1[CH3:9]. The catalyst class is: 3. (4) Reactant: C([O:3][C:4](=O)[C:5]([F:14])([F:13])[C:6]1[CH:11]=[CH:10][C:9]([CH3:12])=[CH:8][N:7]=1)C.[BH4-].[Na+]. Product: [F:14][C:5]([F:13])([C:6]1[CH:11]=[CH:10][C:9]([CH3:12])=[CH:8][N:7]=1)[CH2:4][OH:3]. The catalyst class is: 14.